This data is from NCI-60 drug combinations with 297,098 pairs across 59 cell lines. The task is: Regression. Given two drug SMILES strings and cell line genomic features, predict the synergy score measuring deviation from expected non-interaction effect. (1) Drug 1: CNC(=O)C1=NC=CC(=C1)OC2=CC=C(C=C2)NC(=O)NC3=CC(=C(C=C3)Cl)C(F)(F)F. Drug 2: C1CN(CCN1C(=O)CCBr)C(=O)CCBr. Cell line: TK-10. Synergy scores: CSS=0.195, Synergy_ZIP=0.911, Synergy_Bliss=1.53, Synergy_Loewe=-6.79, Synergy_HSA=-3.80. (2) Drug 1: CS(=O)(=O)C1=CC(=C(C=C1)C(=O)NC2=CC(=C(C=C2)Cl)C3=CC=CC=N3)Cl. Drug 2: C1=CC(=CC=C1CCCC(=O)O)N(CCCl)CCCl. Cell line: TK-10. Synergy scores: CSS=20.6, Synergy_ZIP=-5.60, Synergy_Bliss=-0.453, Synergy_Loewe=-0.440, Synergy_HSA=0.441.